This data is from Full USPTO retrosynthesis dataset with 1.9M reactions from patents (1976-2016). The task is: Predict the reactants needed to synthesize the given product. (1) Given the product [CH:40]1([NH:43][C:33]([C:31]2[C:32]3[C:24]([C:22]([N:19]4[CH2:18][CH2:17][CH:16]([C:3]5[CH:4]=[C:5]([CH2:8][NH:9][C:10](=[O:15])[C:11]([F:12])([F:14])[F:13])[CH:6]=[CH:7][C:2]=5[F:1])[CH2:21][CH2:20]4)=[O:23])=[CH:25][N:26]([CH2:36][CH2:37][O:38][CH3:39])[C:27]=3[CH:28]=[CH:29][CH:30]=2)=[O:35])[CH2:42][CH2:41]1, predict the reactants needed to synthesize it. The reactants are: [F:1][C:2]1[CH:7]=[CH:6][C:5]([CH2:8][NH:9][C:10](=[O:15])[C:11]([F:14])([F:13])[F:12])=[CH:4][C:3]=1[CH:16]1[CH2:21][CH2:20][N:19]([C:22]([C:24]2[C:32]3[C:31]([C:33]([OH:35])=O)=[CH:30][CH:29]=[CH:28][C:27]=3[N:26]([CH2:36][CH2:37][O:38][CH3:39])[CH:25]=2)=[O:23])[CH2:18][CH2:17]1.[CH:40]1([NH2:43])[CH2:42][CH2:41]1. (2) Given the product [CH3:22][C:23]1[C:28]([C:2]2[N:11]=[C:10]([NH:12][CH2:13][CH:14]([C:16]3[CH:21]=[CH:20][CH:19]=[CH:18][CH:17]=3)[OH:15])[C:9]3[C:4](=[CH:5][CH:6]=[CH:7][CH:8]=3)[N:3]=2)=[CH:27][N:26]2[CH:32]=[CH:33][N:34]=[C:25]2[CH:24]=1, predict the reactants needed to synthesize it. The reactants are: Cl[C:2]1[N:11]=[C:10]([NH:12][CH2:13][CH:14]([C:16]2[CH:21]=[CH:20][CH:19]=[CH:18][CH:17]=2)[OH:15])[C:9]2[C:4](=[CH:5][CH:6]=[CH:7][CH:8]=2)[N:3]=1.[CH3:22][C:23]1[C:28](B(O)O)=[CH:27][N:26]2[CH:32]=[CH:33][N:34]=[C:25]2[CH:24]=1.C(NC1C2C(=CC=CC=2)N=C(C2SC3C=CC=CC=3C=2)N=1)(C1C=CC=CC=1)C1C=CC=CC=1. (3) Given the product [CH2:54]([C:53]1[CH:52]=[CH:57][C:48]([C:12]([C:9]2[CH:10]=[CH:11][C:6]([CH2:5][CH2:4][C:3](=[O:33])[C:2]([CH3:35])([CH3:34])[CH3:1])=[C:7]([CH3:32])[CH:8]=2)([CH2:15][CH3:16])[CH2:13][CH3:14])=[CH:49][C:50]=1[CH3:51])[CH:55]=[CH2:56], predict the reactants needed to synthesize it. The reactants are: [CH3:1][C:2]([CH3:35])([CH3:34])[C:3](=[O:33])[CH2:4][CH2:5][C:6]1[CH:11]=[CH:10][C:9]([C:12](C2C=CC(OS(C(F)(F)F)(=O)=O)=C(C)C=2)([CH2:15][CH3:16])[CH2:13][CH3:14])=[CH:8][C:7]=1[CH3:32].C([Sn]([CH2:48][CH2:49][CH2:50][CH3:51])([CH2:48][CH2:49][CH2:50][CH3:51])[CH2:48][CH2:49][CH2:50][CH3:51])C=C.[CH:52]1[CH:57]=[CH:56][C:55](P([C:52]2[CH:57]=[CH:56][CH:55]=[CH:54][CH:53]=2)[C:52]2[CH:57]=[CH:56][CH:55]=[CH:54][CH:53]=2)=[CH:54][CH:53]=1.[Li+].[Cl-]. (4) Given the product [CH2:7]1[C:8]2[C:13](=[CH:12][CH:11]=[CH:10][CH:9]=2)[CH2:14][CH:6]1[C@@H:2]([NH:1][C:30]([O:29][CH2:22][C:23]1[CH:28]=[CH:27][CH:26]=[CH:25][CH:24]=1)=[O:31])[C:3]([OH:5])=[O:4], predict the reactants needed to synthesize it. The reactants are: [NH2:1][C@H:2]([CH:6]1[CH2:14][C:13]2[C:8](=[CH:9][CH:10]=[CH:11][CH:12]=2)[CH2:7]1)[C:3]([OH:5])=[O:4].C(N(CC)CC)C.[CH2:22]([O:29][C:30](ON1C(=O)CCC1=O)=[O:31])[C:23]1[CH:28]=[CH:27][CH:26]=[CH:25][CH:24]=1. (5) Given the product [Cl:1][C:2]1[CH:10]=[CH:9][C:5]([C:6]([N:21]2[CH2:22][CH2:23][CH2:24][C:19]([OH:25])([C:15]3[CH:16]=[CH:17][CH:18]=[C:13]([O:12][CH3:11])[CH:14]=3)[CH2:20]2)=[O:7])=[CH:4][CH:3]=1, predict the reactants needed to synthesize it. The reactants are: [Cl:1][C:2]1[CH:10]=[CH:9][C:5]([C:6](Cl)=[O:7])=[CH:4][CH:3]=1.[CH3:11][O:12][C:13]1[CH:14]=[C:15]([C:19]2([OH:25])[CH2:24][CH2:23][CH2:22][NH:21][CH2:20]2)[CH:16]=[CH:17][CH:18]=1. (6) Given the product [CH3:30][C:31]1[CH:32]=[CH:33][C:34]([OH:53])=[C:35]([C@@H:37]([C:47]2[CH:48]=[CH:49][CH:50]=[CH:51][CH:52]=2)[CH2:38][CH2:39][N:40]([CH:41]([CH3:43])[CH3:42])[CH:44]([CH3:45])[CH3:46])[CH:36]=1, predict the reactants needed to synthesize it. The reactants are: [Na].CCCCC(COC(CC(S(O)(=O)=O)C(OCC(CCCC)CC)=O)=O)CC.[CH3:30][C:31]1[CH:32]=[CH:33][C:34]([OH:53])=[C:35]([C@@H:37]([C:47]2[CH:48]=[CH:49][CH:50]=[CH:51][CH:52]=2)[CH2:38][CH2:39][N:40]([CH:44]([CH3:46])[CH3:45])[CH:41]([CH3:43])[CH3:42])[CH:36]=1.C(O)(C(O)=O)C(O)C(O)=O. (7) Given the product [Cl:27][C:28]1[CH:43]=[CH:42][C:31]2[C@H:32]3[CH2:40][N:39]([CH3:41])[CH2:38][C@@H:33]3[CH2:34][NH:35][C:36](=[O:37])[C:30]=2[CH:29]=1.[C:15]([C@:10]([C:11]([O-:13])=[O:12])([OH:14])[C@:9]([C:1](=[O:8])[C:2]1[CH:7]=[CH:6][CH:5]=[CH:4][CH:3]=1)([OH:23])[C:24]([O-:26])=[O:25])(=[O:22])[C:16]1[CH:21]=[CH:20][CH:19]=[CH:18][CH:17]=1, predict the reactants needed to synthesize it. The reactants are: [C:1]([C@:9]([C:24]([OH:26])=[O:25])([OH:23])[C@:10]([C:15](=[O:22])[C:16]1[CH:21]=[CH:20][CH:19]=[CH:18][CH:17]=1)([OH:14])[C:11]([OH:13])=[O:12])(=[O:8])[C:2]1[CH:7]=[CH:6][CH:5]=[CH:4][CH:3]=1.[Cl:27][C:28]1[CH:43]=[CH:42][C:31]2[C@@H:32]3[CH2:40][N:39]([CH3:41])[CH2:38][C@H:33]3[CH2:34][NH:35][C:36](=[O:37])[C:30]=2[CH:29]=1.C([C@](C([O-])=O)(O)[C@](C(=O)C1C=CC=CC=1)(O)C([O-])=O)(=O)C1C=CC=CC=1.CO.